Dataset: NCI-60 drug combinations with 297,098 pairs across 59 cell lines. Task: Regression. Given two drug SMILES strings and cell line genomic features, predict the synergy score measuring deviation from expected non-interaction effect. Drug 1: CC12CCC3C(C1CCC2O)C(CC4=C3C=CC(=C4)O)CCCCCCCCCS(=O)CCCC(C(F)(F)F)(F)F. Drug 2: C1CC(=O)NC(=O)C1N2C(=O)C3=CC=CC=C3C2=O. Cell line: MALME-3M. Synergy scores: CSS=-4.98, Synergy_ZIP=4.84, Synergy_Bliss=6.41, Synergy_Loewe=-0.269, Synergy_HSA=0.105.